From a dataset of NCI-60 drug combinations with 297,098 pairs across 59 cell lines. Regression. Given two drug SMILES strings and cell line genomic features, predict the synergy score measuring deviation from expected non-interaction effect. Cell line: MOLT-4. Synergy scores: CSS=60.4, Synergy_ZIP=-3.34, Synergy_Bliss=-6.85, Synergy_Loewe=-7.04, Synergy_HSA=-6.13. Drug 1: CC12CCC3C(C1CCC2=O)CC(=C)C4=CC(=O)C=CC34C. Drug 2: C1=CC(=CC=C1CCCC(=O)O)N(CCCl)CCCl.